Dataset: CYP3A4 substrate classification data from Carbon-Mangels et al.. Task: Regression/Classification. Given a drug SMILES string, predict its absorption, distribution, metabolism, or excretion properties. Task type varies by dataset: regression for continuous measurements (e.g., permeability, clearance, half-life) or binary classification for categorical outcomes (e.g., BBB penetration, CYP inhibition). Dataset: cyp3a4_substrate_carbonmangels. (1) The compound is CCN(CC)C(=O)/C(C#N)=C\c1cc(O)c(O)c([N+](=O)[O-])c1. The result is 0 (non-substrate). (2) The compound is CN[C@H]1CC[C@@H](c2ccc(Cl)c(Cl)c2)c2ccccc21. The result is 1 (substrate). (3) The compound is COc1cccc2c1C(=O)c1c(O)c3c(c(O)c1C2=O)C[C@@](O)(C(C)=O)C[C@@H]3O[C@H]1C[C@H](N)[C@H](O)[C@H](C)O1. The result is 0 (non-substrate).